Predict the reactants needed to synthesize the given product. From a dataset of Full USPTO retrosynthesis dataset with 1.9M reactions from patents (1976-2016). (1) Given the product [Cl:23][CH2:22][C:21]([NH:20][CH2:19][C:7]1[CH:8]=[CH:9][C:4]([O:3][C:2]([F:11])([F:12])[F:1])=[CH:5][C:6]=1[OH:10])=[O:24], predict the reactants needed to synthesize it. The reactants are: [F:1][C:2]([F:12])([F:11])[O:3][C:4]1[CH:5]=[C:6]([OH:10])[CH:7]=[CH:8][CH:9]=1.S(=O)(=O)(O)O.O[CH2:19][NH:20][C:21](=[O:24])[CH2:22][Cl:23].[OH-].[K+]. (2) Given the product [Si:3]([O:10][C@H:11]1[CH2:15][N:14]([C:16]([O:18][C:19]([CH3:22])([CH3:21])[CH3:20])=[O:17])[C@H:13]([CH2:23][O:24][CH3:27])[CH2:12]1)([C:6]([CH3:9])([CH3:8])[CH3:7])([CH3:5])[CH3:4], predict the reactants needed to synthesize it. The reactants are: IC.[Si:3]([O:10][C@H:11]1[CH2:15][N:14]([C:16]([O:18][C:19]([CH3:22])([CH3:21])[CH3:20])=[O:17])[C@H:13]([CH2:23][OH:24])[CH2:12]1)([C:6]([CH3:9])([CH3:8])[CH3:7])([CH3:5])[CH3:4].[H-].[Na+].[CH3:27]OC. (3) Given the product [CH3:1][S:2]([C:5]1[CH:12]=[CH:11][C:8]([CH2:9][C:18](=[O:20])[CH3:19])=[CH:7][CH:6]=1)(=[O:4])=[O:3], predict the reactants needed to synthesize it. The reactants are: [CH3:1][S:2]([C:5]1[CH:12]=[CH:11][C:8]([CH:9]=O)=[CH:7][CH:6]=1)(=[O:4])=[O:3].[N+](CC)([O-])=O.[C:18]([O-])(=[O:20])[CH3:19].[NH4+].Cl. (4) Given the product [Cl:1][C:2]1[CH:3]=[C:4]([C:16]([NH:18][C@H:19]([C:21]2[CH:29]=[CH:28][C:24]([C:25]([OH:27])=[O:26])=[CH:23][CH:22]=2)[CH3:20])=[O:17])[C:5]([O:8][C:9]2[CH:14]=[CH:13][CH:12]=[C:11]([C:32]3[CH:31]=[N:30][CH:35]=[CH:34][CH:33]=3)[CH:10]=2)=[N:6][CH:7]=1, predict the reactants needed to synthesize it. The reactants are: [Cl:1][C:2]1[CH:3]=[C:4]([C:16]([NH:18][C@H:19]([C:21]2[CH:29]=[CH:28][C:24]([C:25]([OH:27])=[O:26])=[CH:23][CH:22]=2)[CH3:20])=[O:17])[C:5]([O:8][C:9]2[CH:14]=[CH:13][CH:12]=[C:11](F)[CH:10]=2)=[N:6][CH:7]=1.[N:30]1[CH:35]=[CH:34][CH:33]=[C:32](C2C=C(O)C=CC=2)[CH:31]=1. (5) Given the product [CH2:1]([O:3][C:4]1[CH:5]=[C:6]([CH:14]2[C:19]([C:20]3[CH:21]=[CH:22][CH:23]=[CH:24][CH:25]=3)=[C:18]([C:26]3[CH:27]=[CH:28][CH:29]=[CH:30][CH:31]=3)[NH:17][C:16](=[O:32])[CH2:15]2)[CH:7]=[C:8]([N+:11]([O-:13])=[O:12])[C:9]=1[O:10][CH2:40][O:41][CH3:42])[CH3:2], predict the reactants needed to synthesize it. The reactants are: [CH2:1]([O:3][C:4]1[CH:5]=[C:6]([CH:14]2[C:19]([C:20]3[CH:25]=[CH:24][CH:23]=[CH:22][CH:21]=3)=[C:18]([C:26]3[CH:31]=[CH:30][CH:29]=[CH:28][CH:27]=3)[NH:17][C:16](=[O:32])[CH2:15]2)[CH:7]=[C:8]([N+:11]([O-:13])=[O:12])[C:9]=1[OH:10])[CH3:2].C(=O)([O-])[O-].[K+].[K+].Cl[CH2:40][O:41][CH3:42].O. (6) Given the product [NH2:34][C:32]1[N:31]=[CH:30][N:29]=[C:28]2[N:27]([C@H:35]3[CH2:40][CH2:39][C@@H:38]([N:41]4[CH2:42][CH2:43][N:44]([CH3:47])[CH2:45][CH2:46]4)[CH2:37][CH2:36]3)[N:26]=[C:25]([C:12]3[CH:11]=[CH:10][C:9]([C:7]([C:1]4[CH:2]=[CH:3][CH:4]=[CH:5][CH:6]=4)=[O:8])=[CH:14][CH:13]=3)[C:33]=12, predict the reactants needed to synthesize it. The reactants are: [C:1]1([C:7]([C:9]2[CH:14]=[CH:13][C:12](B3OC(C)(C)C(C)(C)O3)=[CH:11][CH:10]=2)=[O:8])[CH:6]=[CH:5][CH:4]=[CH:3][CH:2]=1.I[C:25]1[C:33]2[C:28](=[N:29][CH:30]=[N:31][C:32]=2[NH2:34])[N:27]([C@H:35]2[CH2:40][CH2:39][C@@H:38]([N:41]3[CH2:46][CH2:45][N:44]([CH3:47])[CH2:43][CH2:42]3)[CH2:37][CH2:36]2)[N:26]=1.C(=O)([O-])[O-].[Na+].[Na+].C(O)(=O)/C=C\C(O)=O. (7) Given the product [Br:1][C:2]1[C:3]2[S:8][CH:9]=[CH:10][C:4]=2[CH:5]=[CH:6][CH:7]=1, predict the reactants needed to synthesize it. The reactants are: [Br:1][C:2]1[CH:7]=[CH:6][CH:5]=[CH:4][C:3]=1[S:8][CH:9]=[CH:10]OCC. (8) The reactants are: C[Si](C)(C)[O:3][C:4]1[N:13]=[C:12]([O:14][Si](C)(C)C)[C:11]2[C:6](=[CH:7][CH:8]=[CH:9][CH:10]=2)[N:5]=1.Br[CH2:22][C:23]1[CH:24]=[CH:25][C:26]([F:33])=[C:27]([CH:32]=1)[C:28]([O:30][CH3:31])=[O:29].O1CCOCC1.CO. Given the product [F:33][C:26]1[CH:25]=[CH:24][C:23]([CH2:22][N:5]2[C:6]3[C:11](=[CH:10][CH:9]=[CH:8][CH:7]=3)[C:12](=[O:14])[NH:13][C:4]2=[O:3])=[CH:32][C:27]=1[C:28]([O:30][CH3:31])=[O:29], predict the reactants needed to synthesize it.